From a dataset of Reaction yield outcomes from USPTO patents with 853,638 reactions. Predict the reaction yield, written as a fraction of the theoretical maximum amount of product (1.0 means a 100% yield; for example, 0.34 means a 34% yield). (1) The reactants are [OH:1][C:2]1[CH:11]=[CH:10][C:5]([C:6]([O:8][CH3:9])=[O:7])=[CH:4][C:3]=1[O:12][CH3:13].Br[CH2:15][CH2:16][Cl:17].C(=O)([O-])[O-].[K+].[K+]. The catalyst is C(#N)C. The product is [Cl:17][CH2:16][CH2:15][O:1][C:2]1[CH:11]=[CH:10][C:5]([C:6]([O:8][CH3:9])=[O:7])=[CH:4][C:3]=1[O:12][CH3:13]. The yield is 0.978. (2) The reactants are [F:1][C:2]1[CH:7]=[CH:6][C:5]([C@H:8]([CH2:28][CH:29]=O)[CH2:9][N:10]([CH3:27])[C:11](=[O:26])[C:12]2[CH:17]=[C:16]([C:18]([F:21])([F:20])[F:19])[CH:15]=[C:14]([C:22]([F:25])([F:24])[F:23])[CH:13]=2)=[CH:4][CH:3]=1.Cl.Cl.[NH:33]1[CH2:36][CH:35]([N:37]2[CH2:42][CH2:41][CH:40]([F:43])[CH2:39][CH2:38]2)[CH2:34]1.C(N(CC)CC)C.C([BH3-])#N.[Na+]. The catalyst is CO.[Cl-].[Zn+2].[Cl-]. The product is [F:1][C:2]1[CH:7]=[CH:6][C:5]([C@H:8]([CH2:28][CH2:29][N:33]2[CH2:36][CH:35]([N:37]3[CH2:42][CH2:41][CH:40]([F:43])[CH2:39][CH2:38]3)[CH2:34]2)[CH2:9][N:10]([CH3:27])[C:11](=[O:26])[C:12]2[CH:17]=[C:16]([C:18]([F:21])([F:20])[F:19])[CH:15]=[C:14]([C:22]([F:25])([F:24])[F:23])[CH:13]=2)=[CH:4][CH:3]=1. The yield is 0.480. (3) The reactants are C(OC([N:8]1[CH2:12][CH2:11][CH2:10][C@@H:9]1[CH2:13][O:14][C:15]1[CH:20]=[CH:19][C:18]([O:21][C:22]2[CH:27]=[CH:26][C:25]([F:28])=[CH:24][CH:23]=2)=[CH:17][CH:16]=1)=O)(C)(C)C.Cl. The catalyst is CO.C(OCC)C. The product is [F:28][C:25]1[CH:26]=[CH:27][C:22]([O:21][C:18]2[CH:19]=[CH:20][C:15]([O:14][CH2:13][C@H:9]3[CH2:10][CH2:11][CH2:12][NH:8]3)=[CH:16][CH:17]=2)=[CH:23][CH:24]=1. The yield is 0.990. (4) The reactants are Cl[C:2]1[CH:34]=C[C:5]([CH2:6][N:7]2[C:16](=[O:17])[C:15]3[C:10](=[CH:11][CH:12]=[CH:13][CH:14]=3)[C:9]([C:18]3[C:26]4[C:21](=[CH:22][CH:23]=[C:24]([F:27])[CH:25]=4)[N:20]([CH2:28][C:29]([OH:31])=[O:30])[C:19]=3[CH3:32])=[N:8]2)=[CH:4][C:3]=1F.BrC1C=CC=CC=1.N1C2C(=CC=CC=2O)C=CC=1.C(=O)([O-])[O-].[K+].[K+].C(O)(C(F)(F)F)=O. The product is [F:27][C:24]1[CH:25]=[C:26]2[C:21](=[CH:22][CH:23]=1)[N:20]([CH2:28][C:29]([OH:31])=[O:30])[C:19]([CH3:32])=[C:18]2[C:9]1[C:10]2[C:15](=[CH:14][CH:13]=[CH:12][CH:11]=2)[C:16](=[O:17])[N:7]([C:6]2[CH:5]=[CH:4][CH:3]=[CH:2][CH:34]=2)[N:8]=1. The yield is 0.240. The catalyst is [Cu](I)I.C(OCC)(=O)C.O.CS(C)=O. (5) The reactants are [NH2:1][C@H:2]([C:4]1[CH:9]=[CH:8][C:7]([C:10](=[O:12])[CH3:11])=[CH:6][C:5]=1[F:13])[CH3:3].CN1C(=O)CCC1.CCN(C(C)C)C(C)C.[C:30](O[C:30]([O:32][C:33]([CH3:36])([CH3:35])[CH3:34])=[O:31])([O:32][C:33]([CH3:36])([CH3:35])[CH3:34])=[O:31]. The catalyst is O.CCOC(C)=O.CCCCCCC. The product is [C:10]([C:7]1[CH:8]=[CH:9][C:4]([C@@H:2]([NH:1][C:30](=[O:31])[O:32][C:33]([CH3:36])([CH3:35])[CH3:34])[CH3:3])=[C:5]([F:13])[CH:6]=1)(=[O:12])[CH3:11]. The yield is 0.664. (6) The reactants are Cl[Si](C)(C)C.[F:6][C:7]1[CH:8]=[C:9]([CH:16]=[C:17]([F:19])[CH:18]=1)[CH2:10][CH:11]([C:13]([OH:15])=[O:14])[NH2:12].C(N(C(C)C)C(C)C)C.[CH:29]1(/[CH:35]=[CH:36]/[C:37](Cl)=[O:38])[CH2:34][CH2:33][CH2:32][CH2:31][CH2:30]1. The catalyst is ClCCl. The product is [CH:29]1(/[CH:35]=[CH:36]/[C:37]([NH:12][C@H:11]([C:13]([OH:15])=[O:14])[CH2:10][C:9]2[CH:8]=[C:7]([F:6])[CH:18]=[C:17]([F:19])[CH:16]=2)=[O:38])[CH2:34][CH2:33][CH2:32][CH2:31][CH2:30]1. The yield is 0.260. (7) The reactants are [Br:1]Br.[CH:3]1[C:11]2[C:10]3[CH:12]=[CH:13][CH:14]=[CH:15][C:9]=3[O:8][C:7]=2[CH:6]=[CH:5][CH:4]=1.O. The catalyst is C(O)(=O)C. The product is [Br:1][C:4]1[CH:5]=[CH:6][C:7]2[O:8][C:9]3[CH:15]=[CH:14][CH:13]=[CH:12][C:10]=3[C:11]=2[CH:3]=1. The yield is 0.130. (8) The reactants are FC(F)(F)C(O)=O.[CH3:8][O:9][C:10]1[CH:19]=[C:18]2[C:13]([N:14]=[CH:15][C:16]([NH2:20])=[N:17]2)=[CH:12][CH:11]=1.C(N(CC)CC)C.[C:28](N1C=CC=CC1=O)(N1C=CC=CC1=O)=[S:29]. The catalyst is C(Cl)Cl. The product is [N:20]([C:16]1[CH:15]=[N:14][C:13]2[C:18](=[CH:19][C:10]([O:9][CH3:8])=[CH:11][CH:12]=2)[N:17]=1)=[C:28]=[S:29]. The yield is 0.190. (9) The reactants are [CH2:1]([O:8][C@H:9]1[CH2:13][N:12]([C:14]([O:16][C:17]([CH3:20])([CH3:19])[CH3:18])=[O:15])[C@H:11]([CH2:21][OH:22])[CH2:10]1)[C:2]1[CH:7]=[CH:6][CH:5]=[CH:4][CH:3]=1.CCN(CC)CC. The catalyst is CS(C)=O.CCOCC. The product is [CH2:1]([O:8][C@H:9]1[CH2:13][N:12]([C:14]([O:16][C:17]([CH3:18])([CH3:19])[CH3:20])=[O:15])[C@H:11]([CH:21]=[O:22])[CH2:10]1)[C:2]1[CH:7]=[CH:6][CH:5]=[CH:4][CH:3]=1. The yield is 1.00. (10) The reactants are C(OC(=O)NC1C=CC=C(CN2C=CC(N[C:21](=[O:40])[C@@H:22]([C:29]3[CH:34]=[CH:33][C:32]([S:35]([CH3:38])(=[O:37])=[O:36])=[C:31](Cl)[CH:30]=3)[CH2:23][CH:24]3[CH2:28][CH2:27][CH2:26][CH2:25]3)=N2)C=1)(C)(C)C.[C:42](Cl)(=O)C(Cl)=O.[NH2:48][C:49]1[CH:53]=[CH:52][N:51]([CH2:54][C:55]([CH3:58])([OH:57])[CH3:56])[N:50]=1.N1C(C)=CC=CC=1C. The catalyst is C(Cl)Cl. The product is [CH:24]1([CH2:23][C@H:22]([C:29]2[CH:34]=[CH:33][C:32]([S:35]([CH3:38])(=[O:36])=[O:37])=[C:31]([CH3:42])[CH:30]=2)[C:21]([NH:48][C:49]2[CH:53]=[CH:52][N:51]([CH2:54][C:55]([OH:57])([CH3:58])[CH3:56])[N:50]=2)=[O:40])[CH2:25][CH2:26][CH2:27][CH2:28]1. The yield is 0.730.